This data is from Forward reaction prediction with 1.9M reactions from USPTO patents (1976-2016). The task is: Predict the product of the given reaction. (1) Given the reactants [NH2:1][C:2]1[S:3][CH:4]=[C:5]([CH2:7][C:8]([O:10][CH2:11][CH3:12])=[O:9])[N:6]=1.[Cl:13][C:14]1[C:19]([Cl:20])=[CH:18][CH:17]=[CH:16][C:15]=1[S:21](Cl)(=[O:23])=[O:22], predict the reaction product. The product is: [Cl:13][C:14]1[C:19]([Cl:20])=[CH:18][CH:17]=[CH:16][C:15]=1[S:21]([NH:1][C:2]1[S:3][CH:4]=[C:5]([CH2:7][C:8]([O:10][CH2:11][CH3:12])=[O:9])[N:6]=1)(=[O:23])=[O:22]. (2) The product is: [ClH:1].[ClH:1].[CH2:5]([N:12]1[CH2:16][CH2:15][CH:14]([NH:17][C:18]2[N:23]=[C:22]([CH3:24])[C:21](/[CH:25]=[CH:26]/[C:27]([NH:29][OH:30])=[O:28])=[CH:20][N:19]=2)[CH2:13]1)[C:6]1[CH:11]=[CH:10][CH:9]=[CH:8][CH:7]=1. Given the reactants [ClH:1].CCO.[CH2:5]([N:12]1[CH2:16][CH2:15][CH:14]([NH:17][C:18]2[N:23]=[C:22]([CH3:24])[C:21](/[CH:25]=[CH:26]/[C:27]([NH:29][O:30]C3CCCCO3)=[O:28])=[CH:20][N:19]=2)[CH2:13]1)[C:6]1[CH:11]=[CH:10][CH:9]=[CH:8][CH:7]=1, predict the reaction product. (3) Given the reactants [CH2:1]([C:3]1([C:13](=[O:17])[C:14](O)=[O:15])[CH:8]=[C:7]([CH2:9][CH3:10])[CH:6]=[C:5]([CH2:11][CH3:12])[CH2:4]1)[CH3:2].C1(C)C=CC=CC=1.S(Cl)([Cl:27])=O, predict the reaction product. The product is: [CH2:1]([C:3]1([C:13](=[O:17])[C:14]([Cl:27])=[O:15])[CH:8]=[C:7]([CH2:9][CH3:10])[CH:6]=[C:5]([CH2:11][CH3:12])[CH2:4]1)[CH3:2]. (4) Given the reactants [NH2:1][C:2]1[CH:9]=[CH:8][C:5]([C:6]#[N:7])=[C:4]([Cl:10])[CH:3]=1.OC1C(=O)C(=O)C=1O.[CH3:19][C:20]1([CH3:27])[CH2:25][CH2:24][C:23](=[O:26])[CH:22]=[CH:21]1, predict the reaction product. The product is: [Cl:10][C:4]1[CH:3]=[C:2]([NH:1][CH:25]2[CH2:24][C:23](=[O:26])[CH2:22][CH2:21][C:20]2([CH3:27])[CH3:19])[CH:9]=[CH:8][C:5]=1[C:6]#[N:7]. (5) Given the reactants [NH2:1][C:2]1[CH:15]=[C:14]([C:16]2[CH2:20][C:19]([C:25]3[CH:30]=[C:29]([Cl:31])[CH:28]=[C:27]([Cl:32])[CH:26]=3)([C:21]([F:24])([F:23])[F:22])[O:18][N:17]=2)[CH:13]=[CH:12][C:3]=1[C:4]([NH:6][CH2:7][C:8]([F:11])([F:10])[F:9])=[O:5].C=O.[C:35](O[BH-](OC(=O)C)OC(=O)C)(=O)C.[Na+], predict the reaction product. The product is: [Cl:32][C:27]1[CH:26]=[C:25]([C:19]2([C:21]([F:24])([F:23])[F:22])[O:18][N:17]=[C:16]([C:14]3[CH:13]=[CH:12][C:3]([C:4]([NH:6][CH2:7][C:8]([F:10])([F:9])[F:11])=[O:5])=[C:2]([NH:1][CH3:35])[CH:15]=3)[CH2:20]2)[CH:30]=[C:29]([Cl:31])[CH:28]=1. (6) Given the reactants [Br:1][C:2]1[CH:8]=[CH:7][C:5]([NH2:6])=[CH:4][CH:3]=1.[N:9]1[CH:14]=[CH:13][CH:12]=[C:11]([CH:15]=O)[CH:10]=1.[BH4-].[Na+], predict the reaction product. The product is: [Br:1][C:2]1[CH:8]=[CH:7][C:5]([NH:6][CH2:15][C:11]2[CH:10]=[N:9][CH:14]=[CH:13][CH:12]=2)=[CH:4][CH:3]=1. (7) Given the reactants [N+:1]([C:4]1[CH:9]=[CH:8][C:7]([NH2:10])=[C:6]([NH2:11])[CH:5]=1)([O-:3])=[O:2].[C:12]1([S:18](Cl)(=[O:20])=[O:19])[CH:17]=[CH:16][CH:15]=[CH:14][CH:13]=1.C(N(CC)CC)C, predict the reaction product. The product is: [N+:1]([C:4]1[CH:9]=[CH:8][C:7]([NH2:10])=[C:6]([NH:11][S:18]([C:12]2[CH:17]=[CH:16][CH:15]=[CH:14][CH:13]=2)(=[O:20])=[O:19])[CH:5]=1)([O-:3])=[O:2].